The task is: Predict the reactants needed to synthesize the given product.. This data is from Full USPTO retrosynthesis dataset with 1.9M reactions from patents (1976-2016). (1) Given the product [N:1]1[CH:6]=[CH:5][CH:4]=[CH:3][C:2]=1[C:7]1[CH:11]=[C:10]([CH:12]=[O:13])[O:9][N:8]=1, predict the reactants needed to synthesize it. The reactants are: [N:1]1[CH:6]=[CH:5][CH:4]=[CH:3][C:2]=1[C:7]1[CH:11]=[C:10]([CH2:12][OH:13])[O:9][N:8]=1.N1C=CC=NC=1C1C=CC(C#CCO)=CC=1. (2) Given the product [CH3:15][O:22][C:23](=[O:33])/[CH:24]=[CH:25]/[C:26]1[CH:27]=[CH:28][C:29]([C:14]#[C:13][C:9]2[CH:10]=[CH:11][CH:12]=[C:7]([CH2:6][N:4]([CH:1]3[CH2:3][CH2:2]3)[CH3:5])[CH:8]=2)=[CH:30][CH:31]=1, predict the reactants needed to synthesize it. The reactants are: [CH:1]1([N:4]([CH2:6][C:7]2[CH:12]=[CH:11][CH:10]=[C:9]([C:13]#[CH:14])[CH:8]=2)[CH3:5])[CH2:3][CH2:2]1.[CH2:15]([O:22][C:23](=[O:33])[CH:24]=[CH:25][C:26]1[CH:31]=[CH:30][C:29](O)=[CH:28][CH:27]=1)C1C=CC=CC=1.C(N(CC)CC)C.C(OCC)(=O)C. (3) Given the product [NH2:1][C:2]1[C:7]([O:8][CH2:9][C:10]2[CH:11]=[CH:12][CH:13]=[CH:14][CH:15]=2)=[CH:6][C:5]([Br:16])=[CH:4][N:3]=1, predict the reactants needed to synthesize it. The reactants are: [NH2:1][C:2]1[C:7]([O:8][CH2:9][C:10]2[CH:15]=[CH:14][CH:13]=[CH:12][CH:11]=2)=[CH:6][CH:5]=[CH:4][N:3]=1.[Br:16]Br.C(O)(=O)C.N. (4) Given the product [Si:5]([O:8][C:9]1([C:12]2[CH:17]=[CH:16][C:15]([C:35](=[CH2:46])[C:36]([O:38][CH2:39][C:40]3[CH:45]=[CH:44][CH:43]=[CH:42][CH:41]=3)=[O:37])=[CH:14][C:13]=2[F:27])[CH2:11][CH2:10]1)([C:1]([CH3:2])([CH3:4])[CH3:3])([CH3:7])[CH3:6], predict the reactants needed to synthesize it. The reactants are: [C:1]([Si:5]([O:8][C:9]1([C:12]2[CH:17]=[CH:16][C:15](B3OC(C)(C)C(C)(C)O3)=[CH:14][C:13]=2[F:27])[CH2:11][CH2:10]1)([CH3:7])[CH3:6])([CH3:4])([CH3:3])[CH3:2].C([O-])([O-])=O.[Cs+].[Cs+].Br[C:35](=[CH2:46])[C:36]([O:38][CH2:39][C:40]1[CH:45]=[CH:44][CH:43]=[CH:42][CH:41]=1)=[O:37]. (5) Given the product [OH:2][C:3]1[CH:8]=[CH:7][CH:6]=[CH:5][C:4]=1[CH2:9][CH2:10][NH:11][CH:12]1[CH2:21][CH2:20][CH2:19][C:18]2[N:17]=[C:16]([C:24]([OH:25])=[O:27])[CH:15]=[CH:14][C:13]1=2, predict the reactants needed to synthesize it. The reactants are: C[O:2][C:3]1[CH:8]=[CH:7][CH:6]=[CH:5][C:4]=1[CH2:9][CH2:10][NH:11][CH:12]1[CH2:21][CH2:20][CH2:19][C:18]2[N:17]=[C:16](C#N)[CH:15]=[CH:14][C:13]1=2.[C:24](=[O:27])(O)[O-:25].[Na+]. (6) Given the product [CH2:2]([NH:3][C:15]([C:12]1[CH:13]=[CH:14][NH:10][CH:11]=1)=[O:17])[CH3:1], predict the reactants needed to synthesize it. The reactants are: [CH3:1][CH2:2][N:3](C(C)C)C(C)C.[NH:10]1[CH:14]=[CH:13][C:12]([C:15]([OH:17])=O)=[CH:11]1.Cl.C(N)C.CN(C(ON1N=NC2C=CC=NC1=2)=[N+](C)C)C.F[P-](F)(F)(F)(F)F. (7) Given the product [F:12][C:13]1[CH:30]=[CH:29][C:16]([CH2:17][CH:18]2[CH2:19][CH2:20][N:21]([C:24](=[O:28])[C:25]([NH:7][C:6]3[CH:8]=[CH:9][C:3]([C:2]([F:10])([F:11])[F:1])=[CH:4][CH:5]=3)=[O:26])[CH2:22][CH2:23]2)=[CH:15][CH:14]=1, predict the reactants needed to synthesize it. The reactants are: [F:1][C:2]([F:11])([F:10])[C:3]1[CH:9]=[CH:8][C:6]([NH2:7])=[CH:5][CH:4]=1.[F:12][C:13]1[CH:30]=[CH:29][C:16]([CH2:17][CH:18]2[CH2:23][CH2:22][N:21]([C:24](=[O:28])[C:25](O)=[O:26])[CH2:20][CH2:19]2)=[CH:15][CH:14]=1.C(OC(C)C)(C)C. (8) Given the product [Br:23][C:24]1[CH:31]=[CH:30][C:27](/[CH:28]=[CH:3]/[C:2]([C:10]2[CH:15]=[CH:14][N:13]=[N:12][CH:11]=2)=[O:1])=[CH:26][CH:25]=1, predict the reactants needed to synthesize it. The reactants are: [O:1]=[C:2]([C:10]1[CH:15]=[CH:14][N:13]=[N:12][CH:11]=1)[CH2:3]P(=O)(OC)OC.C(N(CC)CC)C.[Br:23][C:24]1[CH:31]=[CH:30][C:27]([CH:28]=O)=[CH:26][CH:25]=1. (9) Given the product [NH2:28][CH:1]([C:4]1[C:13]([N:14]2[CH2:18][CH2:17][CH:16]([C:19]#[N:20])[CH2:15]2)=[C:12]2[C:7]([CH:8]=[CH:9][CH:10]=[N:11]2)=[C:6]([Cl:21])[CH:5]=1)[CH3:2], predict the reactants needed to synthesize it. The reactants are: [C:1]([C:4]1[C:13]([N:14]2[CH2:18][CH2:17][CH:16]([C:19]#[N:20])[CH2:15]2)=[C:12]2[C:7]([CH:8]=[CH:9][CH:10]=[N:11]2)=[C:6]([Cl:21])[CH:5]=1)(=O)[CH3:2].C([O-])(=O)C.[NH4+].C([BH3-])#[N:28].[Na+]. (10) Given the product [Cl:18][C:11]1[N:10]=[C:9]([O:5][CH2:4][CH2:3][O:2][CH3:1])[C:14]([N+:15]([O-:17])=[O:16])=[CH:13][CH:12]=1, predict the reactants needed to synthesize it. The reactants are: [CH3:1][O:2][CH2:3][CH2:4][OH:5].[H-].[Na+].Cl[C:9]1[C:14]([N+:15]([O-:17])=[O:16])=[CH:13][CH:12]=[C:11]([Cl:18])[N:10]=1.O.